Dataset: Forward reaction prediction with 1.9M reactions from USPTO patents (1976-2016). Task: Predict the product of the given reaction. (1) Given the reactants [CH3:1][O:2][C:3]1[CH:4]=[C:5]2[C:9](=[CH:10][CH:11]=1)[C:8](=[N:12]O)[CH2:7][CH2:6]2.N, predict the reaction product. The product is: [CH3:1][O:2][C:3]1[CH:4]=[C:5]2[C:9](=[CH:10][CH:11]=1)[CH:8]([NH2:12])[CH2:7][CH2:6]2. (2) Given the reactants [C:1]([C@H:4]1[CH2:9][N:8]([C:10]([O:12][C:13]([CH3:16])([CH3:15])[CH3:14])=[O:11])[C@H:7]([CH3:17])[CH2:6][CH2:5]1)(=[O:3])[CH3:2].C(=O)([O-])[O-].[Ca+2].[Br:23]Br, predict the reaction product. The product is: [Br:23][CH2:2][C:1]([C@H:4]1[CH2:9][N:8]([C:10]([O:12][C:13]([CH3:16])([CH3:15])[CH3:14])=[O:11])[C@H:7]([CH3:17])[CH2:6][CH2:5]1)=[O:3].